From a dataset of Retrosynthesis with 50K atom-mapped reactions and 10 reaction types from USPTO. Predict the reactants needed to synthesize the given product. Given the product COc1ccc(COc2nccnc2NS(=O)(=O)c2cccc(Cl)c2Cl)cn1, predict the reactants needed to synthesize it. The reactants are: COc1ccc(CO)cn1.O=S(=O)(Nc1nccnc1Cl)c1cccc(Cl)c1Cl.